The task is: Predict the reactants needed to synthesize the given product.. This data is from Full USPTO retrosynthesis dataset with 1.9M reactions from patents (1976-2016). (1) Given the product [NH2:5][CH2:9][CH2:10][O:11][NH:12][C:13]([C@@H:15]1[CH2:21][CH2:20][C@@H:19]2[CH2:22][N:16]1[C:17](=[O:28])[N:18]2[O:23][S:24]([OH:27])(=[O:26])=[O:25])=[O:14], predict the reactants needed to synthesize it. The reactants are: C([N:5]([CH2:9][CH2:10][O:11][NH:12][C:13]([C@@H:15]1[CH2:21][CH2:20][C@@H:19]2[CH2:22][N:16]1[C:17](=[O:28])[N:18]2[O:23][S:24]([OH:27])(=[O:26])=[O:25])=[O:14])C(=O)[O-])(C)(C)C.C([N+](CCCC)(CCCC)CCCC)CCC. (2) Given the product [O:39]1[CH:43]=[CH:42][CH:41]=[C:40]1[C:2]1[C:10]2[C:5](=[CH:6][CH:7]=[C:8]([NH:11][S:19]([C:22]3[CH:27]=[CH:26][CH:25]=[CH:24][C:23]=3[S:28]([CH3:31])(=[O:30])=[O:29])(=[O:20])=[O:21])[CH:9]=2)[NH:4][N:3]=1, predict the reactants needed to synthesize it. The reactants are: I[C:2]1[C:10]2[C:5](=[CH:6][CH:7]=[C:8]([N:11]([S:19]([C:22]3[CH:27]=[CH:26][CH:25]=[CH:24][C:23]=3[S:28]([CH3:31])(=[O:30])=[O:29])(=[O:21])=[O:20])C(OC(C)(C)C)=O)[CH:9]=2)[N:4](C(OC(C)(C)C)=O)[N:3]=1.[O:39]1[CH:43]=[CH:42][CH:41]=[C:40]1B(O)O.C(=O)([O-])O.[Na+].